This data is from Reaction yield outcomes from USPTO patents with 853,638 reactions. The task is: Predict the reaction yield, written as a fraction of the theoretical maximum amount of product (1.0 means a 100% yield; for example, 0.34 means a 34% yield). (1) The reactants are [C:1]([O:5][C:6](=[O:18])[NH:7][C:8]([C:14](=[NH:17])[NH:15][OH:16])([CH3:13])[CH2:9][CH:10]1[CH2:12][CH2:11]1)([CH3:4])([CH3:3])[CH3:2].[C:19](OC(=O)C)(=O)[CH3:20]. No catalyst specified. The product is [C:1]([O:5][C:6](=[O:18])[NH:7][C:8]([CH3:13])([C:14]1[N:17]=[C:19]([CH3:20])[O:16][N:15]=1)[CH2:9][CH:10]1[CH2:12][CH2:11]1)([CH3:2])([CH3:3])[CH3:4]. The yield is 0.460. (2) The reactants are [NH2:1][C:2]1[C:10]([Cl:11])=[CH:9][C:5]([C:6]([OH:8])=O)=[C:4]([O:12][CH3:13])[CH:3]=1.C(N(C(C)C)CC)(C)C.C(OC(Cl)=O)C.[N:29]1([CH2:34][CH2:35][CH2:36][N:37]2[CH2:42][CH2:41][CH:40]([CH2:43][NH2:44])[CH2:39][CH2:38]2)[CH:33]=[CH:32][N:31]=[N:30]1. The catalyst is O1CCCC1.O. The product is [N:29]1([CH2:34][CH2:35][CH2:36][N:37]2[CH2:38][CH2:39][CH:40]([CH2:43][NH:44][C:6](=[O:8])[C:5]3[CH:9]=[C:10]([Cl:11])[C:2]([NH2:1])=[CH:3][C:4]=3[O:12][CH3:13])[CH2:41][CH2:42]2)[CH:33]=[CH:32][N:31]=[N:30]1. The yield is 0.630. (3) The reactants are [N:1]1([C:7]2[N:12]=[C:11]([N:13]3[CH:18]4[CH2:19][CH2:20][CH:14]3[CH2:15][O:16][CH2:17]4)[N:10]=[C:9]([C:21]3[CH:27]=[CH:26][C:24]([NH2:25])=[CH:23][CH:22]=3)[N:8]=2)[CH2:6][CH2:5][O:4][CH2:3][CH2:2]1.ClC(Cl)(O[C:32](=[O:38])OC(Cl)(Cl)Cl)Cl.[NH2:40][C:41]1[CH:42]=[N:43][CH:44]=[CH:45][CH:46]=1. No catalyst specified. The product is [N:1]1([C:7]2[N:12]=[C:11]([N:13]3[CH:14]4[CH2:20][CH2:19][CH:18]3[CH2:17][O:16][CH2:15]4)[N:10]=[C:9]([C:21]3[CH:27]=[CH:26][C:24]([NH:25][C:32]([NH:40][C:41]4[CH:42]=[N:43][CH:44]=[CH:45][CH:46]=4)=[O:38])=[CH:23][CH:22]=3)[N:8]=2)[CH2:2][CH2:3][O:4][CH2:5][CH2:6]1. The yield is 0.410. (4) The reactants are C1([C@H](CO)N)C=CC=CC=1.[F:11][C:12]1[CH:13]=[C:14]([CH:32]=[CH:33][CH:34]=1)[CH2:15][O:16][C:17]1[CH:22]=[CH:21][C:20]([N:23]2[C:27](=[O:28])[CH2:26][CH:25]([C:29]([OH:31])=[O:30])[CH2:24]2)=[CH:19][CH:18]=1. The catalyst is C(#N)C.O. The product is [F:11][C:12]1[CH:13]=[C:14]([CH:32]=[CH:33][CH:34]=1)[CH2:15][O:16][C:17]1[CH:18]=[CH:19][C:20]([N:23]2[C:27](=[O:28])[CH2:26][C@H:25]([C:29]([OH:31])=[O:30])[CH2:24]2)=[CH:21][CH:22]=1. The yield is 0.440. (5) The reactants are [NH2:1][CH2:2][CH2:3][NH:4][CH:5]([C:9]1[O:10][C:11]2[C:16]([C:17](=[O:26])[C:18]=1[CH2:19][C:20]1[CH:25]=[CH:24][CH:23]=[CH:22][CH:21]=1)=[CH:15][CH:14]=[C:13]([Cl:27])[CH:12]=2)[CH:6]([CH3:8])[CH3:7].C(N(CC)CC)C.[C:35]1([CH3:44])[CH:40]=[CH:39][C:38]([C:41](Cl)=[O:42])=[CH:37][CH:36]=1. The catalyst is C(Cl)Cl.CCOCC. The product is [CH2:19]([C:18]1[C:17](=[O:26])[C:16]2[C:11](=[CH:12][C:13]([Cl:27])=[CH:14][CH:15]=2)[O:10][C:9]=1[CH:5]([NH:4][CH2:3][CH2:2][NH:1][C:41](=[O:42])[C:38]1[CH:39]=[CH:40][C:35]([CH3:44])=[CH:36][CH:37]=1)[CH:6]([CH3:7])[CH3:8])[C:20]1[CH:21]=[CH:22][CH:23]=[CH:24][CH:25]=1. The yield is 0.500. (6) The reactants are [F:1][C:2]1[CH:11]=[CH:10][C:9]2[O:8][CH2:7][C:6]3[CH:12]=[C:13]([C:15](Cl)=[O:16])[S:14][C:5]=3[C:4]=2[CH:3]=1.[F:18][C:19]1[CH:25]=[C:24]([F:26])[CH:23]=[CH:22][C:20]=1[NH2:21].N1C=CC=C[CH:28]=1. The catalyst is CN(C1C=CN=CC=1)C.C(Cl)Cl. The product is [F:18][C:19]1[CH:25]=[C:24]([F:26])[CH:23]=[CH:22][C:20]=1[N:21]([CH3:28])[C:15]([C:13]1[S:14][C:5]2[C:4]3[CH:3]=[C:2]([F:1])[CH:11]=[CH:10][C:9]=3[O:8][CH2:7][C:6]=2[CH:12]=1)=[O:16]. The yield is 0.310. (7) The reactants are Cl[C:2]1[C:7]([F:8])=[CH:6][C:5]([N+:9]([O-:11])=[O:10])=[CH:4][N:3]=1.[CH2:12](C([Sn])=C(CCCC)CCCC)[CH2:13]CC. The yield is 0.960. The product is [F:8][C:7]1[C:2]([CH:12]=[CH2:13])=[N:3][CH:4]=[C:5]([N+:9]([O-:11])=[O:10])[CH:6]=1. The catalyst is O1CCCC1.C1C=CC(/C=C/C(/C=C/C2C=CC=CC=2)=O)=CC=1.C1C=CC(/C=C/C(/C=C/C2C=CC=CC=2)=O)=CC=1.C1C=CC(/C=C/C(/C=C/C2C=CC=CC=2)=O)=CC=1.[Pd].[Pd].